This data is from Reaction yield outcomes from USPTO patents with 853,638 reactions. The task is: Predict the reaction yield, written as a fraction of the theoretical maximum amount of product (1.0 means a 100% yield; for example, 0.34 means a 34% yield). (1) The reactants are [CH:1]1([C:4]2[CH:9]=[CH:8][C:7]([CH2:10][C:11]([NH:13][CH:14]([C:21]3[CH:26]=[CH:25][C:24]([OH:27])=[CH:23][CH:22]=3)[C:15]3[N:16]=[C:17]([CH3:20])[NH:18][CH:19]=3)=[O:12])=[CH:6][CH:5]=2)[CH2:3][CH2:2]1.[C:28]([O-:31])([O-])=O.[Cs+].[Cs+].FC(F)(F)S(O[CH2:40][C:41]([F:44])([F:43])[F:42])(=O)=O. No catalyst specified. The product is [CH:1]1([C:4]2[CH:5]=[CH:6][C:7]([CH2:10][C:11]([NH:13][C:14]([C:1]3[CH:4]=[CH:5][C:28]([OH:31])=[CH:3][CH:2]=3)([C:15]3[N:16]=[C:17]([CH3:20])[NH:18][CH:19]=3)[C:21]3[CH:26]=[CH:25][C:24]([O:27][CH2:40][C:41]([F:44])([F:43])[F:42])=[CH:23][CH:22]=3)=[O:12])=[CH:8][CH:9]=2)[CH2:3][CH2:2]1. The yield is 0.460. (2) The reactants are [Br:1][C:2]1[CH:3]=[CH:4][C:5]([CH3:11])=[C:6]([CH:10]=1)[C:7](O)=[O:8].[NH2:12][C:13]1[C:14]([CH3:24])=[C:15]([CH:20]=[CH:21][C:22]=1[CH3:23])[C:16]([O:18][CH3:19])=[O:17].C(N(CC)C(C)C)(C)C.CCCP1(OP(CCC)(=O)OP(CCC)(=O)O1)=O. The catalyst is C(Cl)Cl. The product is [Br:1][C:2]1[CH:3]=[CH:4][C:5]([CH3:11])=[C:6]([CH:10]=1)[C:7]([NH:12][C:13]1[C:14]([CH3:24])=[C:15]([CH:20]=[CH:21][C:22]=1[CH3:23])[C:16]([O:18][CH3:19])=[O:17])=[O:8]. The yield is 0.800. (3) The reactants are [C:1]([C:3]1[N:7]([CH3:8])[C:6]([C:9]([NH2:11])=[O:10])=[N:5][CH:4]=1)#[CH:2].I[C:13]1[CH:14]=[C:15]([CH:37]=[CH:38][C:39]=1[CH3:40])[C:16]([NH:18][C:19]1[CH:24]=[CH:23][C:22]([CH2:25][N:26]2[CH2:31][CH2:30][N:29]([CH3:32])[CH2:28][CH2:27]2)=[C:21]([C:33]([F:36])([F:35])[F:34])[CH:20]=1)=[O:17].N#N.C(N(CC)C(C)C)(C)C. The catalyst is CN(C=O)C. The product is [CH3:8][N:7]1[C:3]([C:1]#[C:2][C:38]2[CH:37]=[C:15]([C:16](=[O:17])[NH:18][C:19]3[CH:24]=[CH:23][C:22]([CH2:25][N:26]4[CH2:31][CH2:30][N:29]([CH3:32])[CH2:28][CH2:27]4)=[C:21]([C:33]([F:34])([F:35])[F:36])[CH:20]=3)[CH:14]=[CH:13][C:39]=2[CH3:40])=[CH:4][N:5]=[C:6]1[C:9]([NH2:11])=[O:10]. The yield is 0.650. (4) The reactants are [F:1][C:2]1[C:12]([NH:13][CH2:14][C:15]2[CH:20]=[C:19]([CH3:21])[CH:18]=[C:17]([C:22]3[CH:27]=[CH:26][CH:25]=[C:24]([F:28])[CH:23]=3)[C:16]=2[F:29])=[C:11]([F:30])[CH:10]=[CH:9][C:3]=1[O:4][CH2:5][C:6]([OH:8])=[O:7].C([O-])([O-])=O.[Cs+].[Cs+].BrCC(O[CH:42]([CH3:44])[CH3:43])=O.O. The catalyst is CN(C=O)C. The product is [F:1][C:2]1[C:12]([NH:13][CH2:14][C:15]2[CH:20]=[C:19]([CH3:21])[CH:18]=[C:17]([C:22]3[CH:27]=[CH:26][CH:25]=[C:24]([F:28])[CH:23]=3)[C:16]=2[F:29])=[C:11]([F:30])[CH:10]=[CH:9][C:3]=1[O:4][CH2:5][C:6]([O:8][CH:42]([CH3:44])[CH3:43])=[O:7]. The yield is 0.810.